Dataset: Full USPTO retrosynthesis dataset with 1.9M reactions from patents (1976-2016). Task: Predict the reactants needed to synthesize the given product. (1) Given the product [CH:17]1[N:9]2[C:10]3[C:15]([N:16]=[C:7]([NH:5][NH:6][C:20](=[O:21])[CH2:27][CH:31]([NH2:39])[C:32]4[CH:37]=[CH:36][CH:35]=[CH:34][C:33]=4[Cl:38])[C:8]2=[CH:19][CH:18]=1)=[CH:14][CH:13]=[CH:12][CH:11]=3, predict the reactants needed to synthesize it. The reactants are: C(Cl)CCl.[NH:5]([C:7]1[C:8]2[N:9]([CH:17]=[CH:18][CH:19]=2)[C:10]2[C:15]([N:16]=1)=[CH:14][CH:13]=[CH:12][CH:11]=2)[NH2:6].[C:20]([CH:27]([CH:31]([NH2:39])[C:32]1[CH:37]=[CH:36][CH:35]=[CH:34][C:33]=1[Cl:38])C(O)=O)(OC(C)(C)C)=[O:21].C(=O)(O)[O-].[Na+].C(O)(C(F)(F)F)=O.C1(OC)C=CC=CC=1. (2) Given the product [Br-:23].[CH2:24]([N+:1]12[CH2:6][CH2:5][C:4]([C:9]([OH:10])([C:17]3[CH:22]=[CH:21][CH:20]=[CH:19][CH:18]=3)[C:11]3[CH:12]=[CH:13][CH:14]=[CH:15][CH:16]=3)([CH2:3][CH2:2]1)[CH2:7][CH2:8]2)[CH2:25][CH2:26][CH2:27][CH2:28][CH3:29], predict the reactants needed to synthesize it. The reactants are: [N:1]12[CH2:8][CH2:7][C:4]([C:9]([C:17]3[CH:22]=[CH:21][CH:20]=[CH:19][CH:18]=3)([C:11]3[CH:16]=[CH:15][CH:14]=[CH:13][CH:12]=3)[OH:10])([CH2:5][CH2:6]1)[CH2:3][CH2:2]2.[Br:23][CH2:24][CH2:25][CH2:26][CH2:27][CH2:28][CH3:29]. (3) Given the product [CH3:13][NH:15][C:1](=[O:12])/[CH:2]=[C:3](\[CH3:4])/[CH2:5][CH2:6][CH:7]=[C:8]([CH3:10])[CH3:9], predict the reactants needed to synthesize it. The reactants are: [C:1]([OH:12])(=O)/[CH:2]=[C:3](/[CH2:5][CH2:6][CH:7]=[C:8]([CH3:10])[CH3:9])\[CH3:4].[CH2:13]([N:15](CC)CC)C.Cl.CN.C1C=CC(P(N=[N+]=[N-])(C2C=CC=CC=2)=O)=CC=1.